From a dataset of Reaction yield outcomes from USPTO patents with 853,638 reactions. Predict the reaction yield, written as a fraction of the theoretical maximum amount of product (1.0 means a 100% yield; for example, 0.34 means a 34% yield). (1) The reactants are [C:1]([C:3]1[C:11]2[C:6](=[CH:7][C:8]([O:12][CH3:13])=[CH:9][CH:10]=2)[N:5]([CH2:14][CH3:15])[C:4]=1[C:16]1[CH:24]=[CH:23][C:19]([C:20](O)=[O:21])=[CH:18][CH:17]=1)#[N:2].CN(C=O)C.C(Cl)(=O)C(Cl)=O.[NH:36]1[CH2:41][CH2:40][O:39][CH2:38][CH2:37]1. The catalyst is C(Cl)Cl. The product is [CH2:14]([N:5]1[C:6]2[C:11](=[CH:10][CH:9]=[C:8]([O:12][CH3:13])[CH:7]=2)[C:3]([C:1]#[N:2])=[C:4]1[C:16]1[CH:24]=[CH:23][C:19]([C:20]([N:36]2[CH2:41][CH2:40][O:39][CH2:38][CH2:37]2)=[O:21])=[CH:18][CH:17]=1)[CH3:15]. The yield is 0.900. (2) The yield is 0.360. The product is [CH:28]1([CH2:34][CH2:35][N:13]2[C:12](=[O:14])[CH:11]=[C:10]([CH3:15])[N:9]=[C:8]2[C:4]2[CH:5]=[CH:6][CH:7]=[C:2]([F:1])[C:3]=2[O:16][CH2:17][C:18]2[CH:19]=[CH:20][CH:21]=[CH:22][CH:23]=2)[CH2:33][CH2:32][CH2:31][CH2:30][CH2:29]1. The catalyst is CN(C=O)C. The reactants are [F:1][C:2]1[C:3]([O:16][CH2:17][C:18]2[CH:23]=[CH:22][CH:21]=[CH:20][CH:19]=2)=[C:4]([C:8]2[NH:9][C:10]([CH3:15])=[CH:11][C:12](=[O:14])[N:13]=2)[CH:5]=[CH:6][CH:7]=1.[H-].[Li+].[Br-].[Li+].[CH:28]1([CH2:34][CH2:35]Br)[CH2:33][CH2:32][CH2:31][CH2:30][CH2:29]1. (3) The reactants are [N:1]1([C:7]2[N:12]=[CH:11][C:10]([NH2:13])=[C:9]([C:14]3[CH:19]=[CH:18][CH:17]=[CH:16][C:15]=3[CH3:20])[CH:8]=2)[CH2:6][CH2:5][O:4][CH2:3][CH2:2]1.[H-].[Al+3].[Li+].[H-].[H-].[H-].Cl.[OH-].[Na+].[CH:30](OC)(OC)OC. The catalyst is FC(F)(F)C(O)=O.O1CCCC1. The product is [CH3:30][NH:13][C:10]1[CH:11]=[N:12][C:7]([N:1]2[CH2:6][CH2:5][O:4][CH2:3][CH2:2]2)=[CH:8][C:9]=1[C:14]1[CH:19]=[CH:18][CH:17]=[CH:16][C:15]=1[CH3:20]. The yield is 0.660. (4) The reactants are CC(C)(CC1C=CC=C(O)C=1)C(OC)=[O:4].[C:16]1([CH:22]([C:41]2[CH:46]=[CH:45][CH:44]=[CH:43][CH:42]=2)[CH2:23][N:24]([CH2:37][CH2:38][CH2:39][OH:40])[CH2:25][C:26]2[CH:31]=[CH:30][CH:29]=[C:28]([C:32]([F:35])([F:34])[F:33])[C:27]=2[Cl:36])[CH:21]=[CH:20][CH:19]=[CH:18][CH:17]=1.[CH:47]1C=[CH:51][C:50](P([C:49]2[CH:50]=[CH:51]C=[CH:47][CH:48]=2)[C:49]2[CH:50]=[CH:51]C=[CH:47][CH:48]=2)=[CH:49][CH:48]=1.CC(OC(/N=N/C(O[CH:77]([CH3:79])[CH3:78])=O)=O)C.[CH2:80]1[CH2:84][O:83][CH2:82][CH2:81]1. The catalyst is O. The product is [C:41]1([CH:22]([C:16]2[CH:17]=[CH:18][CH:19]=[CH:20][CH:21]=2)[CH2:23][N:24]([CH2:25][C:26]2[CH:31]=[CH:30][CH:29]=[C:28]([C:32]([F:34])([F:35])[F:33])[C:27]=2[Cl:36])[CH2:37][CH2:38][CH2:39][O:40][C:47]2[C:77]([CH3:78])([CH3:79])[CH:51]([CH:80]([CH3:81])[C:84]([O:83][CH3:82])=[O:4])[CH:50]=[CH:49][CH:48]=2)[CH:42]=[CH:43][CH:44]=[CH:45][CH:46]=1. The yield is 0.500. (5) The reactants are [CH2:1]([C:3]1[N:4]([C:14]2[CH:19]=[CH:18][C:17]([CH2:20][CH2:21][NH2:22])=[CH:16][CH:15]=2)[C:5]2[CH:10]=[C:9]([CH3:11])[N:8]=[C:7]([CH3:12])[C:6]=2[N:13]=1)[CH3:2].[S:23]([N:33]=[C:34]=[O:35])([C:26]1[CH:32]=[CH:31][C:29]([CH3:30])=[CH:28][CH:27]=1)(=[O:25])=[O:24].C. The catalyst is C(Cl)Cl. The product is [CH2:1]([C:3]1[N:4]([C:14]2[CH:15]=[CH:16][C:17]([CH2:20][CH2:21][NH:22][C:34]([NH:33][S:23]([C:26]3[CH:32]=[CH:31][C:29]([CH3:30])=[CH:28][CH:27]=3)(=[O:25])=[O:24])=[O:35])=[CH:18][CH:19]=2)[C:5]2[CH:10]=[C:9]([CH3:11])[N:8]=[C:7]([CH3:12])[C:6]=2[N:13]=1)[CH3:2]. The yield is 0.414. (6) The reactants are [Cl:1][C:2]1[CH:40]=[CH:39][C:5]2[N:6]([C:20](=[O:38])[C:21]3[CH:26]=[CH:25][C:24]([NH:27][C:28](=[O:36])[C:29]4[CH:34]=[CH:33][CH:32]=[CH:31][C:30]=4[CH3:35])=[CH:23][C:22]=3[CH3:37])[CH2:7][CH2:8][CH2:9][CH:10]([O:11][C:12]([CH2:14][CH2:15][CH2:16][C:17]([OH:19])=[O:18])=[O:13])[C:4]=2[CH:3]=1.C(=O)([O-])O.[Na+:45]. The catalyst is CC(C)=O. The product is [Cl:1][C:2]1[CH:40]=[CH:39][C:5]2[N:6]([C:20](=[O:38])[C:21]3[CH:26]=[CH:25][C:24]([NH:27][C:28](=[O:36])[C:29]4[CH:34]=[CH:33][CH:32]=[CH:31][C:30]=4[CH3:35])=[CH:23][C:22]=3[CH3:37])[CH2:7][CH2:8][CH2:9][CH:10]([O:11][C:12]([CH2:14][CH2:15][CH2:16][C:17]([O-:19])=[O:18])=[O:13])[C:4]=2[CH:3]=1.[Na+:45]. The yield is 0.450. (7) The reactants are [C:1]1([CH3:14])[CH:6]=[CH:5][CH:4]=[CH:3][C:2]=1[NH:7][C:8](=O)[C:9]([CH3:12])([CH3:11])[CH3:10].[Li]CCCC.[NH4+].[Cl-]. The catalyst is C1COCC1. The product is [C:9]([C:8]1[NH:7][C:2]2[C:1]([CH:14]=1)=[CH:6][CH:5]=[CH:4][CH:3]=2)([CH3:12])([CH3:11])[CH3:10]. The yield is 0.880.